This data is from Reaction yield outcomes from USPTO patents with 853,638 reactions. The task is: Predict the reaction yield, written as a fraction of the theoretical maximum amount of product (1.0 means a 100% yield; for example, 0.34 means a 34% yield). (1) The reactants are [F:1][C:2]1[C:3]([NH:19][C:20]2[CH:25]=[CH:24][C:23]([I:26])=[CH:22][C:21]=2[F:27])=[C:4]([C:9]([N:11]2[CH2:14][C:13]([CH:16]([OH:18])[CH3:17])([OH:15])[CH2:12]2)=[O:10])[CH:5]=[CH:6][C:7]=1[F:8].[CH:28]([C:31]1[CH:36]=[C:35]([CH:37]([CH3:39])[CH3:38])[CH:34]=[C:33]([CH:40]([CH3:42])[CH3:41])[C:32]=1[S:43](Cl)(=[O:45])=[O:44])([CH3:30])[CH3:29].C(N(CC)CC)C. The catalyst is ClCCl.CN(C)C1C=CN=CC=1. The product is [CH3:30][CH:28]([C:31]1[CH:36]=[C:35]([CH:37]([CH3:38])[CH3:39])[CH:34]=[C:33]([CH:40]([CH3:42])[CH3:41])[C:32]=1[S:43]([O:18][CH:16]([C:13]1([OH:15])[CH2:14][N:11]([C:9]([C:4]2[CH:5]=[CH:6][C:7]([F:8])=[C:2]([F:1])[C:3]=2[NH:19][C:20]2[CH:25]=[CH:24][C:23]([I:26])=[CH:22][C:21]=2[F:27])=[O:10])[CH2:12]1)[CH3:17])(=[O:44])=[O:45])[CH3:29]. The yield is 0.490. (2) The reactants are [F:1][C:2]1[C:3]([NH:20][C:21]2[CH:25]=[C:24]([O:26][CH:27]([CH3:29])[CH3:28])[NH:23][N:22]=2)=[N:4][C:5]([NH:10][C@H:11]([C:13]2[CH:18]=[CH:17][C:16]([F:19])=[CH:15][CH:14]=2)[CH3:12])=[C:6]([CH:9]=1)[C:7]#[N:8].[OH-:30].[K+].OO. The catalyst is CO. The product is [F:1][C:2]1[C:3]([NH:20][C:21]2[CH:25]=[C:24]([O:26][CH:27]([CH3:29])[CH3:28])[NH:23][N:22]=2)=[N:4][C:5]([NH:10][C@H:11]([C:13]2[CH:18]=[CH:17][C:16]([F:19])=[CH:15][CH:14]=2)[CH3:12])=[C:6]([CH:9]=1)[C:7]([NH2:8])=[O:30]. The yield is 0.280.